From a dataset of Reaction yield outcomes from USPTO patents with 853,638 reactions. Predict the reaction yield, written as a fraction of the theoretical maximum amount of product (1.0 means a 100% yield; for example, 0.34 means a 34% yield). (1) The reactants are [OH:1][C:2]1([CH2:8][N:9]2[CH:13]=[CH:12][C:11]([NH:14][C:15]([CH:17]3[CH:21]([C:22]4[CH:27]=[CH:26][CH:25]=[C:24]([Cl:28])[C:23]=4[F:29])[C:20]([C:32]4[CH:37]=[CH:36][C:35]([Cl:38])=[CH:34][C:33]=4[F:39])([C:30]#[N:31])[CH:19]([CH2:40][C:41]([CH3:44])([CH3:43])[CH3:42])[NH:18]3)=[O:16])=[N:10]2)[CH2:7][CH2:6][NH:5][CH2:4][CH2:3]1.C(=O)([O-])[O-].[Cs+].[Cs+].[C:51]([O:54][C:55]([CH3:58])([CH3:57])[CH3:56])(=[O:53])[CH3:52]. The catalyst is CN(C=O)C.C(OCC)(=O)C. The product is [C:55]([O:54][C:51](=[O:53])[CH2:52][N:5]1[CH2:4][CH2:3][C:2]([CH2:8][N:9]2[CH:13]=[CH:12][C:11]([NH:14][C:15]([C@H:17]3[C@H:21]([C:22]4[CH:27]=[CH:26][CH:25]=[C:24]([Cl:28])[C:23]=4[F:29])[C@:20]([C:32]4[CH:37]=[CH:36][C:35]([Cl:38])=[CH:34][C:33]=4[F:39])([C:30]#[N:31])[C@H:19]([CH2:40][C:41]([CH3:44])([CH3:43])[CH3:42])[NH:18]3)=[O:16])=[N:10]2)([OH:1])[CH2:7][CH2:6]1)([CH3:58])([CH3:57])[CH3:56]. The yield is 0.747. (2) The reactants are [Cl:1][C:2]1[CH:10]=[CH:9][C:5]([C:6]([OH:8])=[O:7])=[CH:4][C:3]=1[N+:11]([O-:13])=[O:12].OS(O)(=O)=O.[CH3:19]O. No catalyst specified. The product is [CH3:19][O:7][C:6](=[O:8])[C:5]1[CH:9]=[CH:10][C:2]([Cl:1])=[C:3]([N+:11]([O-:13])=[O:12])[CH:4]=1. The yield is 0.940.